The task is: Regression/Classification. Given a drug SMILES string, predict its absorption, distribution, metabolism, or excretion properties. Task type varies by dataset: regression for continuous measurements (e.g., permeability, clearance, half-life) or binary classification for categorical outcomes (e.g., BBB penetration, CYP inhibition). Dataset: hlm.. This data is from Human liver microsome stability data. The compound is O=C(O[C@@H]1CC[C@@H](c2cccc(F)c2F)Cc2cccnc21)N1CCC(n2c(O)nc3ncccc32)CC1. The result is 1 (stable in human liver microsomes).